From a dataset of Full USPTO retrosynthesis dataset with 1.9M reactions from patents (1976-2016). Predict the reactants needed to synthesize the given product. (1) The reactants are: [Cl-].O[NH3+:3].[C:4](=[O:7])([O-])[OH:5].[Na+].CS(C)=O.[CH2:13]([C:17]1[N:18]=[C:19]([CH3:55])[N:20]([C:39]2[CH:44]=[CH:43][CH:42]=[C:41]([CH:45]([O:47][Si:48]([C:51]([CH3:54])([CH3:53])[CH3:52])([CH3:50])[CH3:49])[CH3:46])[CH:40]=2)[C:21](=[O:38])[C:22]=1[CH2:23][C:24]1[CH:29]=[CH:28][C:27]([C:30]2[C:31]([C:36]#[N:37])=[CH:32][CH:33]=[CH:34][CH:35]=2)=[CH:26][CH:25]=1)[CH2:14][CH2:15][CH3:16]. Given the product [CH2:13]([C:17]1[N:18]=[C:19]([CH3:55])[N:20]([C:39]2[CH:44]=[CH:43][CH:42]=[C:41]([CH:45]([O:47][Si:48]([C:51]([CH3:53])([CH3:52])[CH3:54])([CH3:50])[CH3:49])[CH3:46])[CH:40]=2)[C:21](=[O:38])[C:22]=1[CH2:23][C:24]1[CH:25]=[CH:26][C:27]([C:30]2[CH:35]=[CH:34][CH:33]=[CH:32][C:31]=2[C:36]2[NH:3][C:4](=[O:7])[O:5][N:37]=2)=[CH:28][CH:29]=1)[CH2:14][CH2:15][CH3:16], predict the reactants needed to synthesize it. (2) Given the product [C@@H:71]1([O:70][C:63]2[C:62]([CH2:61][C:58]3[CH:59]=[CH:60][C:55]([O:54][CH2:53][CH2:52][CH2:51][NH:17][CH2:16][CH2:15][C:14]([N:11]4[CH2:10][CH2:9][N:8]([CH2:1][C:2]5[CH:3]=[CH:4][CH:5]=[CH:6][CH:7]=5)[CH2:13][CH2:12]4)=[O:30])=[CH:56][C:57]=3[CH3:82])=[C:66]([CH:67]([CH3:68])[CH3:69])[NH:65][N:64]=2)[O:79][C@H:78]([CH2:80][OH:81])[C@@H:76]([OH:77])[C@H:74]([OH:75])[C@H:72]1[OH:73].[C@@H:71]1([O:70][C:63]2[C:62]([CH2:61][C:58]3[CH:59]=[CH:60][C:55]([O:54][CH2:53][CH2:52][CH2:51][NH:17][CH2:16][CH2:15][C:14]([N:11]4[CH2:10][CH2:9][NH:8][CH2:13][CH2:12]4)=[O:30])=[CH:56][C:57]=3[CH3:82])=[C:66]([CH:67]([CH3:68])[CH3:69])[NH:65][N:64]=2)[O:79][C@H:78]([CH2:80][OH:81])[C@@H:76]([OH:77])[C@H:74]([OH:75])[C@H:72]1[OH:73], predict the reactants needed to synthesize it. The reactants are: [CH2:1]([N:8]1[CH2:13][CH2:12][N:11]([C:14](=[O:30])[CH2:15][CH2:16][NH:17]S(C2C=CC=CC=2[N+]([O-])=O)(=O)=O)[CH2:10][CH2:9]1)[C:2]1[CH:7]=[CH:6][CH:5]=[CH:4][CH:3]=1.C(OC(NCCCC[C@H](N[CH2:51][CH2:52][CH2:53][O:54][C:55]1[CH:60]=[CH:59][C:58]([CH2:61][C:62]2[C:63]([O:70][C@@H:71]3[O:79][C@H:78]([CH2:80][OH:81])[C@@H:76]([OH:77])[C@H:74]([OH:75])[C@H:72]3[OH:73])=[N:64][NH:65][C:66]=2[CH:67]([CH3:69])[CH3:68])=[C:57]([CH3:82])[CH:56]=1)C(=O)N)=O)C1C=CC=CC=1.